From a dataset of Forward reaction prediction with 1.9M reactions from USPTO patents (1976-2016). Predict the product of the given reaction. (1) The product is: [NH2:16][C:5]1[CH:4]=[CH:3][C:2]([Cl:1])=[CH:7][C:6]=1[C:8]([CH:10]1[CH2:11][CH2:12][CH2:13][CH2:14][CH2:15]1)=[O:9]. Given the reactants [Cl:1][C:2]1[CH:3]=[CH:4][C:5]([N+:16]([O-])=O)=[C:6]([C:8]([CH:10]2[CH2:15][CH2:14][CH2:13][CH2:12][CH2:11]2)=[O:9])[CH:7]=1.[NH4+].[Cl-], predict the reaction product. (2) The product is: [CH3:1][C:2]1[C:7]([CH:8]([CH2:13][CH2:14][CH3:15])[C:9]([OH:11])=[O:10])=[C:6]([C:16]2[CH:17]=[CH:18][CH:19]=[CH:20][CH:21]=2)[N:5]=[C:4]([CH2:22][CH2:23][C:24]2[CH:29]=[CH:28][CH:27]=[CH:26][CH:25]=2)[N:3]=1. Given the reactants [CH3:1][C:2]1[C:7]([CH:8]([CH2:13][CH2:14][CH3:15])[C:9]([O:11]C)=[O:10])=[C:6]([C:16]2[CH:21]=[CH:20][CH:19]=[CH:18][CH:17]=2)[N:5]=[C:4]([CH2:22][CH2:23][C:24]2[CH:29]=[CH:28][CH:27]=[CH:26][CH:25]=2)[N:3]=1.[OH-].[Na+], predict the reaction product. (3) Given the reactants Cl[C:2]1[N:7]=[C:6]2[NH:8][N:9]=[C:10]([C:11]3[CH:16]=[CH:15][CH:14]=[CH:13][C:12]=3[O:17][CH3:18])[C:5]2=[CH:4][N:3]=1.[CH3:19][N:20]([CH3:25])[CH2:21][CH2:22][CH2:23][NH2:24], predict the reaction product. The product is: [CH3:18][O:17][C:12]1[CH:13]=[CH:14][CH:15]=[CH:16][C:11]=1[C:10]1[C:5]2[C:6](=[N:7][C:2]([NH:24][CH2:23][CH2:22][CH2:21][N:20]([CH3:25])[CH3:19])=[N:3][CH:4]=2)[NH:8][N:9]=1.